Dataset: Catalyst prediction with 721,799 reactions and 888 catalyst types from USPTO. Task: Predict which catalyst facilitates the given reaction. Reactant: Cl[C:2]1[C:11]2[C:6](=[CH:7][C:8]([S:12]([O:15][C:16]3[C:21]([F:22])=[C:20]([F:23])[C:19]([F:24])=[C:18]([F:25])[C:17]=3[F:26])(=[O:14])=[O:13])=[CH:9][CH:10]=2)[CH:5]=[CH:4][N:3]=1.[Cl:27][C:28]1[CH:29]=[C:30](B(O)O)[C:31]([O:35][CH3:36])=[N:32][C:33]=1[Cl:34].C(=O)([O-])[O-].[K+].[K+]. Product: [Cl:27][C:28]1[CH:29]=[C:30]([C:2]2[C:11]3[C:6](=[CH:7][C:8]([S:12]([O:15][C:16]4[C:21]([F:22])=[C:20]([F:23])[C:19]([F:24])=[C:18]([F:25])[C:17]=4[F:26])(=[O:14])=[O:13])=[CH:9][CH:10]=3)[CH:5]=[CH:4][N:3]=2)[C:31]([O:35][CH3:36])=[N:32][C:33]=1[Cl:34]. The catalyst class is: 73.